From a dataset of Forward reaction prediction with 1.9M reactions from USPTO patents (1976-2016). Predict the product of the given reaction. (1) Given the reactants [C:1]([O:6][CH2:7][CH2:8][N:9]([CH3:11])[CH3:10])(=[O:5])[C:2]([CH3:4])=[CH2:3].[C:12]([OH:16])(=[O:15])[CH:13]=[CH2:14], predict the reaction product. The product is: [C:1]([O:6][CH2:7][CH2:8][N:9]([CH3:11])[CH3:10])(=[O:5])[C:2]([CH3:4])=[CH2:3].[C:12]([OH:16])(=[O:15])[CH:13]=[CH2:14]. (2) The product is: [CH2:34]([C:33]1[N:36]=[C:26]([CH:12]2[CH2:13][CH:14]([C:16]3[CH:17]=[CH:18][C:19]([C:22]([F:24])([F:23])[F:25])=[CH:20][CH:21]=3)[CH2:15][N:10]([C:8]([N:5]3[CH2:6][CH2:7][N:2]([CH3:1])[C:3](=[O:29])[CH2:4]3)=[O:9])[CH2:11]2)[O:28][N:32]=1)[CH3:35]. Given the reactants [CH3:1][N:2]1[CH2:7][CH2:6][N:5]([C:8]([N:10]2[CH2:15][CH:14]([C:16]3[CH:21]=[CH:20][C:19]([C:22]([F:25])([F:24])[F:23])=[CH:18][CH:17]=3)[CH2:13][CH:12]([C:26]([OH:28])=O)[CH2:11]2)=[O:9])[CH2:4][C:3]1=[O:29].Cl.O[NH:32][C:33](=[NH:36])[CH2:34][CH3:35], predict the reaction product. (3) The product is: [C:7]([N:4]1[CH:5]=[CH:6][C:2]([OH:1])=[N:3]1)(=[O:9])[CH3:8]. Given the reactants [OH:1][C:2]1[CH:6]=[CH:5][NH:4][N:3]=1.[C:7](OC(=O)C)(=[O:9])[CH3:8], predict the reaction product.